From a dataset of Reaction yield outcomes from USPTO patents with 853,638 reactions. Predict the reaction yield, written as a fraction of the theoretical maximum amount of product (1.0 means a 100% yield; for example, 0.34 means a 34% yield). (1) The reactants are [F:1][C:2]1[C:3](=[O:18])[NH:4][C:5](=[O:17])[N:6]([CH:16]=1)[C@@H:7]1[O:15][C@H:12]([CH2:13][OH:14])[C@@H:10]([OH:11])[C@H:8]1[OH:9].C(=O)([O-])[O-].[K+].[K+].[CH2:25](Br)[CH:26]=[C:27]([CH2:29][CH2:30][CH:31]=[C:32]([CH2:34][CH2:35][CH:36]=[C:37]([CH3:39])[CH3:38])[CH3:33])[CH3:28]. The catalyst is CN(C=O)C. The product is [OH:9][C@@H:8]1[C@H:10]([OH:11])[C@@H:12]([CH2:13][OH:14])[O:15][C@H:7]1[N:6]1[CH:16]=[C:2]([F:1])[C:3](=[O:18])[N:4]([CH2:25]/[CH:26]=[C:27](\[CH3:28])/[CH2:29][CH2:30]/[CH:31]=[C:32](\[CH3:33])/[CH2:34][CH2:35][CH:36]=[C:37]([CH3:39])[CH3:38])[C:5]1=[O:17]. The yield is 0.430. (2) The catalyst is O1CCCC1.O. The product is [N:27]1([C:24]2[CH:25]=[CH:26][C:2]([NH:1][C:34]([C:36]3[CH:37]=[C:38]([CH:47]=[CH:48][CH:49]=3)[CH2:39][S:40][CH2:41][CH2:42][C:43]([O:45][CH3:46])=[O:44])=[O:35])=[C:3]([C:4](=[O:5])[NH:6][C:7]3[CH:8]=[N:9][C:10]([C:13]4[CH:18]=[CH:17][CH:16]=[C:15]([C:19]([F:21])([F:22])[F:20])[CH:14]=4)=[N:11][CH:12]=3)[CH:23]=2)[CH2:32][CH2:31][CH2:30][CH2:29][CH2:28]1. The reactants are [NH2:1][C:2]1[CH:26]=[CH:25][C:24]([N:27]2[CH2:32][CH2:31][CH2:30][CH2:29][CH2:28]2)=[CH:23][C:3]=1[C:4]([NH:6][C:7]1[CH:8]=[N:9][C:10]([C:13]2[CH:18]=[CH:17][CH:16]=[C:15]([C:19]([F:22])([F:21])[F:20])[CH:14]=2)=[N:11][CH:12]=1)=[O:5].Cl[C:34]([C:36]1[CH:37]=[C:38]([CH:47]=[CH:48][CH:49]=1)[CH2:39][S:40][CH2:41][CH2:42][C:43]([O:45][CH3:46])=[O:44])=[O:35].N1C=CC=CC=1. The yield is 0.780.